Dataset: Full USPTO retrosynthesis dataset with 1.9M reactions from patents (1976-2016). Task: Predict the reactants needed to synthesize the given product. (1) Given the product [CH3:36][C:33]([CH3:34])([CH3:35])[CH:29]([NH:28][C:3]1[C:2]([F:1])=[CH:7][N:6]=[C:5]([C:8]2[C:16]3[C:11](=[N:12][CH:13]=[C:14]([F:17])[CH:15]=3)[N:10]([S:18]([C:21]3[CH:26]=[CH:25][C:24]([CH3:27])=[CH:23][CH:22]=3)(=[O:20])=[O:19])[CH:9]=2)[N:4]=1)[CH2:30][CH2:31][Se:46][C:41]1[CH:42]=[CH:43][CH:44]=[CH:45][C:40]=1[N+:37]([O-:39])=[O:38], predict the reactants needed to synthesize it. The reactants are: [F:1][C:2]1[C:3]([NH:28][CH:29]([C:33]([CH3:36])([CH3:35])[CH3:34])[CH2:30][CH2:31]O)=[N:4][C:5]([C:8]2[C:16]3[C:11](=[N:12][CH:13]=[C:14]([F:17])[CH:15]=3)[N:10]([S:18]([C:21]3[CH:26]=[CH:25][C:24]([CH3:27])=[CH:23][CH:22]=3)(=[O:20])=[O:19])[CH:9]=2)=[N:6][CH:7]=1.[N+:37]([C:40]1[CH:45]=[CH:44][CH:43]=[CH:42][C:41]=1[Se:46]C#N)([O-:39])=[O:38].C(P(CCCC)CCCC)CCC. (2) Given the product [C:17]([C:7]1[CH:6]=[C:5]([PH:21](=[O:26])[C:5]2[CH:10]=[C:9]([C:11]([CH3:13])([CH3:14])[CH3:12])[C:8]([O:15][CH3:16])=[C:7]([C:17]([CH3:20])([CH3:19])[CH3:18])[CH:6]=2)[CH:10]=[C:9]([C:11]([CH3:14])([CH3:13])[CH3:12])[C:8]=1[O:15][CH3:16])([CH3:20])([CH3:19])[CH3:18], predict the reactants needed to synthesize it. The reactants are: [Mg].II.Br[C:5]1[CH:10]=[C:9]([C:11]([CH3:14])([CH3:13])[CH3:12])[C:8]([O:15][CH3:16])=[C:7]([C:17]([CH3:20])([CH3:19])[CH3:18])[CH:6]=1.[P:21]([O-:26])(OC)OC.Cl. (3) Given the product [Br:23][C:24]1[S:28][C:27]([C:29]([NH:31][C:32]([NH:38][C:37]2[CH:39]=[CH:40][C:41]([O:42][C:43]3[C:52]4[C:47](=[CH:48][C:49]([O:55][CH3:56])=[C:50]([O:53][CH3:54])[CH:51]=4)[N:46]=[CH:45][CH:44]=3)=[C:35]([Cl:34])[CH:36]=2)=[S:33])=[O:30])=[CH:26][CH:25]=1, predict the reactants needed to synthesize it. The reactants are: S(Cl)(Cl)=O.BrC1SC(C(O)=O)=CC=1.BrC1SC(C(Cl)=O)=CC=1.[Br:23][C:24]1[S:28][C:27]([C:29]([N:31]=[C:32]=[S:33])=[O:30])=[CH:26][CH:25]=1.[Cl:34][C:35]1[CH:36]=[C:37]([CH:39]=[CH:40][C:41]=1[O:42][C:43]1[C:52]2[C:47](=[CH:48][C:49]([O:55][CH3:56])=[C:50]([O:53][CH3:54])[CH:51]=2)[N:46]=[CH:45][CH:44]=1)[NH2:38]. (4) Given the product [N:1]1([N:2]2[C:3](=[O:12])[C:4]3[C:5](=[CH:8][CH:9]=[CH:10][CH:11]=3)[C:6]2=[O:7])[CH:15]=[CH:19][CH:18]=[CH:17]1, predict the reactants needed to synthesize it. The reactants are: [NH2:1][N:2]1[C:6](=[O:7])[C:5]2=[CH:8][CH:9]=[CH:10][CH:11]=[C:4]2[C:3]1=[O:12].CO[CH:15]1[CH2:19][CH2:18][CH:17](OC)O1.Cl. (5) Given the product [CH2:35]([N:37]([CH2:41][CH3:42])[CH2:38][CH2:39][NH:40][C:16]([C@@H:9]1[CH2:10][C:11](=[N:13][O:14][CH3:15])[CH2:12][N:8]1[C:6](=[O:7])[CH:25]([C:19]1[CH:20]=[CH:21][CH:22]=[CH:23][CH:24]=1)[C:29]1[CH:30]=[CH:31][CH:32]=[CH:33][CH:34]=1)=[O:18])[CH3:36], predict the reactants needed to synthesize it. The reactants are: C(O[C:6]([N:8]1[CH2:12][C:11](=[N:13][O:14][CH3:15])[CH2:10][C@H:9]1[C:16]([OH:18])=O)=[O:7])(C)(C)C.[C:19]1([CH:25]([C:29]2[CH:34]=[CH:33][CH:32]=[CH:31][CH:30]=2)C(O)=O)[CH:24]=[CH:23][CH:22]=[CH:21][CH:20]=1.[CH2:35]([N:37]([CH2:41][CH3:42])[CH2:38][CH2:39][NH2:40])[CH3:36]. (6) Given the product [F:16][C:9]1[CH:8]=[C:7]2[C:12]([N:13]=[C:14]([CH3:15])[C:5]3[N:6]2[C:2]([C:22]2[CH:23]=[CH:24][CH:25]=[CH:26][C:21]=2[O:20][C:19]([F:18])([F:31])[F:30])=[N:3][C:4]=3[CH3:17])=[CH:11][CH:10]=1, predict the reactants needed to synthesize it. The reactants are: Br[C:2]1[N:6]2[C:7]3[C:12]([N:13]=[C:14]([CH3:15])[C:5]2=[C:4]([CH3:17])[N:3]=1)=[CH:11][CH:10]=[C:9]([F:16])[CH:8]=3.[F:18][C:19]([F:31])([F:30])[O:20][C:21]1[CH:26]=[CH:25][CH:24]=[CH:23][C:22]=1B(O)O.C([O-])([O-])=O.[K+].[K+].